This data is from Full USPTO retrosynthesis dataset with 1.9M reactions from patents (1976-2016). The task is: Predict the reactants needed to synthesize the given product. Given the product [Cl:8][C:6]1[N:5]=[CH:4][N:3]=[C:2]([NH:9][C:10]2[CH:11]=[CH:12][C:13]([C:16]([OH:19])([CH3:17])[CH3:18])=[N:14][CH:15]=2)[N:7]=1, predict the reactants needed to synthesize it. The reactants are: Cl[C:2]1[N:7]=[C:6]([Cl:8])[N:5]=[CH:4][N:3]=1.[NH2:9][C:10]1[CH:11]=[CH:12][C:13]([C:16]([OH:19])([CH3:18])[CH3:17])=[N:14][CH:15]=1.